From a dataset of Catalyst prediction with 721,799 reactions and 888 catalyst types from USPTO. Predict which catalyst facilitates the given reaction. (1) Product: [CH3:1][CH:2]([CH3:13])[C:3](=[O:12])[CH2:4][CH2:5][C:6]1[CH:11]=[CH:10][N:9]=[CH:8][CH:7]=1. Reactant: [CH3:1][CH:2]([CH3:13])[C:3](=[O:12])[CH:4]=[CH:5][C:6]1[CH:11]=[CH:10][N:9]=[CH:8][CH:7]=1. The catalyst class is: 1. (2) Reactant: [C:1]([O:5][C:6]([NH:8][C@@H:9]([CH2:16][CH:17]([CH3:19])[CH3:18])/[CH:10]=[CH:11]/[CH2:12][C:13]([OH:15])=[O:14])=[O:7])([CH3:4])([CH3:3])[CH3:2].[CH3:20][C:21]1([CH3:31])[N:26]([O:27])[C:25]([CH3:29])([CH3:28])[CH2:24][CH:23](N)[CH2:22]1.CCN=C=NCCCN(C)C. Product: [C:1]([O:5][C:6]([NH:8][C@@H:9]([CH2:16][CH:17]([CH3:19])[CH3:18])/[CH:10]=[CH:11]/[CH2:12][C:13]([OH:15])=[O:14])=[O:7])([CH3:4])([CH3:3])[CH3:2].[CH3:28][C:25]1([CH3:29])[N:26]([O:27])[C:21]([CH3:31])([CH3:20])[CH2:22][CH2:23][CH2:24]1. The catalyst class is: 64. (3) Reactant: Cl[C:2]1[C:11]2=[N:12][N:13](CC3C=CC(OC)=CC=3)[CH:14]=[C:10]2[C:9]2[CH:8]=[C:7]([O:24][CH3:25])[C:6]([O:26][CH3:27])=[CH:5][C:4]=2[N:3]=1.[CH:28]1([C:31]2[NH:35][N:34]=[C:33]([NH2:36])[CH:32]=2)[CH2:30][CH2:29]1.Cl. Product: [CH:28]1([C:31]2[NH:35][N:34]=[C:33]([NH:36][C:2]3[C:11]4=[N:12][NH:13][CH:14]=[C:10]4[C:9]4[CH:8]=[C:7]([O:24][CH3:25])[C:6]([O:26][CH3:27])=[CH:5][C:4]=4[N:3]=3)[CH:32]=2)[CH2:30][CH2:29]1. The catalyst class is: 71. (4) Reactant: [CH2:1]([O:3][C:4](=[O:8])[C@H:5]([CH3:7])[NH2:6])[CH3:2].[CH2:9]1[CH2:15][S:12](=[O:14])(=[O:13])[O:11][CH2:10]1. Product: [CH2:1]([O:3][C:4](=[O:8])[C@@H:5]([NH:6][CH2:10][CH2:9][CH2:15][S:12]([OH:14])(=[O:13])=[O:11])[CH3:7])[CH3:2]. The catalyst class is: 7. (5) Reactant: [C:1]([C:3]([C:6]1[CH:7]=[C:8]([CH:12]=[CH:13][CH:14]=1)[C:9]([OH:11])=O)([CH3:5])[CH3:4])#[N:2].C(Cl)(=O)C(Cl)=O.O1CCCC1.[NH2:26][C:27]1[CH:28]=[CH:29][C:30]([Br:49])=[C:31]([CH:48]=1)[O:32][C:33]1[CH:34]=[CH:35][C:36]2[N:37]([CH:39]=[C:40]([NH:42][C:43]([CH:45]3[CH2:47][CH2:46]3)=[O:44])[N:41]=2)[N:38]=1. Product: [Br:49][C:30]1[CH:29]=[CH:28][C:27]([NH:26][C:9](=[O:11])[C:8]2[CH:12]=[CH:13][CH:14]=[C:6]([C:3]([C:1]#[N:2])([CH3:4])[CH3:5])[CH:7]=2)=[CH:48][C:31]=1[O:32][C:33]1[CH:34]=[CH:35][C:36]2[N:37]([CH:39]=[C:40]([NH:42][C:43]([CH:45]3[CH2:46][CH2:47]3)=[O:44])[N:41]=2)[N:38]=1. The catalyst class is: 402. (6) Reactant: [C:1]1([S:7]([N:10]2[C:14]3=[N:15][CH:16]=[C:17]([N+:33]([O-])=O)[C:18]([NH:19][C@@H:20]4[CH2:25][CH2:24][CH2:23][N:22]([CH2:26][C:27]5[CH:32]=[CH:31][CH:30]=[CH:29][CH:28]=5)[CH2:21]4)=[C:13]3[CH:12]=[CH:11]2)(=[O:9])=[O:8])[CH:6]=[CH:5][CH:4]=[CH:3][CH:2]=1.[Cl-].[NH4+]. Product: [C:1]1([S:7]([N:10]2[C:14]3=[N:15][CH:16]=[C:17]([NH2:33])[C:18]([NH:19][C@@H:20]4[CH2:25][CH2:24][CH2:23][N:22]([CH2:26][C:27]5[CH:32]=[CH:31][CH:30]=[CH:29][CH:28]=5)[CH2:21]4)=[C:13]3[CH:12]=[CH:11]2)(=[O:8])=[O:9])[CH:6]=[CH:5][CH:4]=[CH:3][CH:2]=1. The catalyst class is: 190.